This data is from Full USPTO retrosynthesis dataset with 1.9M reactions from patents (1976-2016). The task is: Predict the reactants needed to synthesize the given product. (1) The reactants are: Cl[C:2]1[N:7]=[C:6]([NH:8][C:9]2[CH:14]=[CH:13][C:12]([O:15][CH3:16])=[CH:11][C:10]=2[NH:17][S:18]([CH3:21])(=[O:20])=[O:19])[C:5]([F:22])=[CH:4][N:3]=1.[CH3:23][O:24][C:25]1[CH:31]=[CH:30][C:29]([O:32][CH3:33])=[CH:28][C:26]=1[NH2:27]. Given the product [CH3:23][O:24][C:25]1[CH:31]=[CH:30][C:29]([O:32][CH3:33])=[CH:28][C:26]=1[NH:27][C:2]1[N:7]=[C:6]([NH:8][C:9]2[CH:14]=[CH:13][C:12]([O:15][CH3:16])=[CH:11][C:10]=2[NH:17][S:18]([CH3:21])(=[O:20])=[O:19])[C:5]([F:22])=[CH:4][N:3]=1, predict the reactants needed to synthesize it. (2) Given the product [F:25][C:22]([F:23])([F:24])[S:19]([N-:18][S:15]([C:11]([F:12])([F:13])[F:14])(=[O:16])=[O:17])(=[O:20])=[O:21].[CH2:2]([N+:4]([CH2:7][CH2:8][OH:9])([CH3:6])[CH3:5])[CH3:3], predict the reactants needed to synthesize it. The reactants are: [Br-].[CH2:2]([N+:4]([CH2:7][CH2:8][OH:9])([CH3:6])[CH3:5])[CH3:3].[Li+].[C:11]([S:15]([N-:18][S:19]([C:22]([F:25])([F:24])[F:23])(=[O:21])=[O:20])(=[O:17])=[O:16])([F:14])([F:13])[F:12].